This data is from Forward reaction prediction with 1.9M reactions from USPTO patents (1976-2016). The task is: Predict the product of the given reaction. (1) Given the reactants [Cl:1][C:2]1[CH:3]=[CH:4][C:5]([O:27][CH2:28][C:29]2[CH:34]=[CH:33][CH:32]=[CH:31][CH:30]=2)=[C:6]([CH2:8][C:9]2[S:10][CH:11]=[C:12]([NH:14][C:15]([C:17]3[CH:26]=[CH:25][C:20]([C:21](OC)=[O:22])=[CH:19][CH:18]=3)=[O:16])[N:13]=2)[CH:7]=1.[H-].[Al+3].[Li+].[H-].[H-].[H-].C(OCC)C, predict the reaction product. The product is: [Cl:1][C:2]1[CH:3]=[CH:4][C:5]([O:27][CH2:28][C:29]2[CH:30]=[CH:31][CH:32]=[CH:33][CH:34]=2)=[C:6]([CH2:8][C:9]2[S:10][CH:11]=[C:12]([NH:14][C:15](=[O:16])[C:17]3[CH:26]=[CH:25][C:20]([CH2:21][OH:22])=[CH:19][CH:18]=3)[N:13]=2)[CH:7]=1. (2) Given the reactants C([O-])(O)=O.[Na+].[CH3:6][N:7]([CH3:22])[C:8]1[CH:17]=[CH:16][CH:15]=[C:14]2[C:9]=1[CH:10]=[CH:11][CH:12]=[C:13]2[S:18](Cl)(=[O:20])=[O:19].[NH2:23][CH2:24][CH2:25][CH2:26][CH2:27][CH2:28][C:29]([OH:31])=[O:30].C(N(CC)CC)C, predict the reaction product. The product is: [CH3:6][N:7]([CH3:22])[C:8]1[CH:17]=[CH:16][CH:15]=[C:14]2[C:9]=1[CH:10]=[CH:11][CH:12]=[C:13]2[S:18]([NH:23][CH2:24][CH2:25][CH2:26][CH2:27][CH2:28][C:29]([OH:31])=[O:30])(=[O:20])=[O:19]. (3) Given the reactants [Cl:1][C:2]1[CH:7]=[CH:6][C:5]([S:8]([CH:11]([C:22]2[CH:27]=[C:26]([F:28])[CH:25]=[CH:24][C:23]=2[F:29])[C:12]2[C:13]([CH3:21])=[CH:14][C:15]([C:18](O)=[O:19])=[N:16][CH:17]=2)(=[O:10])=[O:9])=[CH:4][C:3]=1[CH3:30].[NH2:31][CH2:32][CH2:33][OH:34].Cl.C(N=C=NCCCN(C)C)C.ON1C2C=CC=CC=2N=N1.C(N(CC)CC)C, predict the reaction product. The product is: [Cl:1][C:2]1[CH:7]=[CH:6][C:5]([S:8]([CH:11]([C:22]2[CH:27]=[C:26]([F:28])[CH:25]=[CH:24][C:23]=2[F:29])[C:12]2[C:13]([CH3:21])=[CH:14][C:15]([C:18]([NH:31][CH2:32][CH2:33][OH:34])=[O:19])=[N:16][CH:17]=2)(=[O:10])=[O:9])=[CH:4][C:3]=1[CH3:30].